From a dataset of Catalyst prediction with 721,799 reactions and 888 catalyst types from USPTO. Predict which catalyst facilitates the given reaction. (1) Reactant: [ClH:1].Cl.[NH2:3][C:4]1[CH:23]=[CH:22][C:7]2[CH:8]=[C:9]([C:11]([NH:13][C@@H:14]3[CH:19]4[CH2:20][CH2:21][N:16]([CH2:17][CH2:18]4)[CH2:15]3)=[O:12])[S:10][C:6]=2[CH:5]=1.C(N(CC)CC)C.[F:31][C:32]([F:43])([F:42])[C:33]1[CH:34]=[C:35]([N:39]=[C:40]=[O:41])[CH:36]=[CH:37][CH:38]=1. Product: [ClH:1].[N:16]12[CH2:21][CH2:20][CH:19]([CH2:18][CH2:17]1)[C@@H:14]([NH:13][C:11]([C:9]1[S:10][C:6]3[CH:5]=[C:4]([NH:3][C:40]([NH:39][C:35]4[CH:36]=[CH:37][CH:38]=[C:33]([C:32]([F:31])([F:42])[F:43])[CH:34]=4)=[O:41])[CH:23]=[CH:22][C:7]=3[CH:8]=1)=[O:12])[CH2:15]2. The catalyst class is: 1. (2) Reactant: [NH2:1][C:2]1[C:7]([C:8]2[CH:17]=[CH:16][C:11]([C:12]([O:14][CH3:15])=[O:13])=[C:10]([F:18])[CH:9]=2)=[CH:6][CH:5]=[CH:4][N:3]=1.C1C(=O)N([Br:26])C(=O)C1. Product: [NH2:1][C:2]1[C:7]([C:8]2[CH:17]=[CH:16][C:11]([C:12]([O:14][CH3:15])=[O:13])=[C:10]([F:18])[CH:9]=2)=[CH:6][C:5]([Br:26])=[CH:4][N:3]=1. The catalyst class is: 10. (3) Reactant: [Cl:1][C:2]1[C:7]([C:8]2[CH:13]=[CH:12][C:11]([C:14]([F:17])([F:16])[F:15])=[CH:10][CH:9]=2)=[CH:6][C:5]([C:18]2([C:22]([O:24]CC)=[O:23])[CH2:21][CH2:20][CH2:19]2)=[CH:4][C:3]=1[O:27][CH2:28][C:29]([F:32])([F:31])[F:30].[Li+].[OH-]. Product: [Cl:1][C:2]1[C:7]([C:8]2[CH:13]=[CH:12][C:11]([C:14]([F:17])([F:16])[F:15])=[CH:10][CH:9]=2)=[CH:6][C:5]([C:18]2([C:22]([OH:24])=[O:23])[CH2:21][CH2:20][CH2:19]2)=[CH:4][C:3]=1[O:27][CH2:28][C:29]([F:30])([F:31])[F:32]. The catalyst class is: 200. (4) Reactant: [Cl:1][C:2]1[CH:7]=[CH:6][C:5]([C:8](O)([CH2:11][CH3:12])[CH2:9][CH3:10])=[C:4]([F:14])[CH:3]=1.[Cl-].[In+3].[Cl-].[Cl-].FC(F)(F)C(O)=O.[CH3:26][S:27][CH2:28][C:29]1[CH:30]=[CH:31][CH:32]=[C:33]2[C:37]=1[NH:36][CH:35]=[CH:34]2. Product: [Cl:1][C:2]1[CH:7]=[CH:6][C:5]([C:8]([C:34]2[C:33]3[C:37](=[C:29]([CH2:28][S:27][CH3:26])[CH:30]=[CH:31][CH:32]=3)[NH:36][CH:35]=2)([CH2:11][CH3:12])[CH2:9][CH3:10])=[C:4]([F:14])[CH:3]=1. The catalyst class is: 4. (5) Reactant: Br[CH2:2][C:3]1[N:8]([CH2:9][C:10]2[CH:15]=[CH:14][CH:13]=[C:12]([Cl:16])[C:11]=2[CH3:17])[C:7]2[N:18]=[C:19]([N:21]3[CH2:26][CH2:25][O:24][CH2:23][CH2:22]3)[S:20][C:6]=2[C:5](=[O:27])[N:4]=1.[NH:28]1[CH2:32][CH2:31][CH2:30][CH2:29]1. Product: [Cl:16][C:12]1[C:11]([CH3:17])=[C:10]([CH2:9][N:8]2[C:7]3[N:18]=[C:19]([N:21]4[CH2:26][CH2:25][O:24][CH2:23][CH2:22]4)[S:20][C:6]=3[C:5](=[O:27])[N:4]=[C:3]2[CH2:2][N:28]2[CH2:32][CH2:31][CH2:30][CH2:29]2)[CH:15]=[CH:14][CH:13]=1. The catalyst class is: 217. (6) Reactant: [NH2:1][C:2]1[CH:3]=[CH:4][C:5]2[NH:11][C:10]3[CH:12]=[C:13]([Cl:16])[CH:14]=[CH:15][C:9]=3[C:8](=[O:17])[NH:7][C:6]=2[CH:18]=1.[CH3:19][S:20](Cl)(=[O:22])=[O:21]. Product: [Cl:16][C:13]1[CH:14]=[CH:15][C:9]2[C:8](=[O:17])[NH:7][C:6]3[CH:18]=[C:2]([NH:1][S:20]([CH3:19])(=[O:22])=[O:21])[CH:3]=[CH:4][C:5]=3[NH:11][C:10]=2[CH:12]=1. The catalyst class is: 17. (7) Reactant: [CH3:1][NH:2][C:3]([C@@H:5]1[CH2:13][C:12]2[C:7](=[CH:8][CH:9]=[CH:10][CH:11]=2)[N:6]1[C:14](=[O:29])[C@@H:15]([NH:18]C(OCC1C=CC=CC=1)=O)[CH2:16][CH3:17])=[O:4].C(O)(=O)C(O)=O. Product: [CH3:1][NH:2][C:3]([C@@H:5]1[CH2:13][C:12]2[C:7](=[CH:8][CH:9]=[CH:10][CH:11]=2)[N:6]1[C:14](=[O:29])[C@@H:15]([NH2:18])[CH2:16][CH3:17])=[O:4]. The catalyst class is: 19.